Dataset: Forward reaction prediction with 1.9M reactions from USPTO patents (1976-2016). Task: Predict the product of the given reaction. (1) Given the reactants [Br:1][C:2]1[C:6]2[CH2:7][N:8]([C:11](=[O:13])[CH3:12])[CH2:9][CH2:10][C:5]=2[NH:4][N:3]=1.C([O-])([O-])=O.[Cs+].[Cs+].CS(O[CH:25]1[CH2:29][CH2:28][N:27]([C:30]([O:32][C:33]([CH3:36])([CH3:35])[CH3:34])=[O:31])[CH2:26]1)(=O)=O, predict the reaction product. The product is: [C:11]([N:8]1[CH2:9][CH2:10][C:5]2[N:4]([CH:29]3[CH2:25][CH2:26][N:27]([C:30]([O:32][C:33]([CH3:36])([CH3:35])[CH3:34])=[O:31])[CH2:28]3)[N:3]=[C:2]([Br:1])[C:6]=2[CH2:7]1)(=[O:13])[CH3:12]. (2) Given the reactants [NH2:1][C:2]1[CH:10]=[CH:9][C:5]([C:6]([OH:8])=[O:7])=[CH:4][CH:3]=1.[OH-].[Na+].C([O-])([O-])=O.[Na+].[Na+].Cl[C:20]1[C:25](CC=O)=[C:24]([CH3:29])[CH:23]=[CH:22][C:21]=1[S:30]([O-:33])(=[O:32])=[O:31].C1C[O:37][CH2:36][CH2:35]1, predict the reaction product. The product is: [S:30]([O:33][CH2:35][C:36]([NH:1][C:2]1[CH:10]=[CH:9][C:5]([C:6]([OH:8])=[O:7])=[CH:4][CH:3]=1)=[O:37])([C:21]1[CH:20]=[CH:25][C:24]([CH3:29])=[CH:23][CH:22]=1)(=[O:31])=[O:32]. (3) Given the reactants [NH2:1][CH:2]([CH2:7][C:8]([OH:10])=[O:9])[CH2:3][C:4]([OH:6])=[O:5].C(N(CC)CC)C.[C:25](O[C:25]([O:27][CH2:28][CH:29]=[CH2:30])=[O:26])(=[O:26])[O:27][CH2:28][CH:29]=[CH2:30], predict the reaction product. The product is: [CH2:28]([O:27][C:25]([CH:3]([CH:2]([NH2:1])[CH2:7][C:8]([OH:10])=[O:9])[C:4]([OH:6])=[O:5])=[O:26])[CH:29]=[CH2:30]. (4) Given the reactants [Br-].[CH3:2]P(C1C=CC=CC=1)(C1C=CC=CC=1)C1C=CC=CC=1.[Li]CCCC.[CH3:27][C:28]1[N:33]=[C:32]([C:34]([C:36]2[N:37]=[CH:38][N:39]([C:41]([C:54]3[CH:59]=[CH:58][CH:57]=[CH:56][CH:55]=3)([C:48]3[CH:53]=[CH:52][CH:51]=[CH:50][CH:49]=3)[C:42]3[CH:47]=[CH:46][CH:45]=[CH:44][CH:43]=3)[CH:40]=2)=O)[CH:31]=[CH:30][CH:29]=1.CCOCC, predict the reaction product. The product is: [CH3:27][C:28]1[CH:29]=[CH:30][CH:31]=[C:32]([C:34]([C:36]2[N:37]=[CH:38][N:39]([C:41]([C:54]3[CH:59]=[CH:58][CH:57]=[CH:56][CH:55]=3)([C:48]3[CH:53]=[CH:52][CH:51]=[CH:50][CH:49]=3)[C:42]3[CH:47]=[CH:46][CH:45]=[CH:44][CH:43]=3)[CH:40]=2)=[CH2:2])[N:33]=1.